The task is: Predict the product of the given reaction.. This data is from Forward reaction prediction with 1.9M reactions from USPTO patents (1976-2016). (1) Given the reactants [Br:1]Br.[CH3:3][O:4][C:5]1[CH:6]=[C:7]2[C:12](=[CH:13][CH:14]=1)[CH:11]=[C:10]([C:15]#[N:16])[CH:9]=[CH:8]2, predict the reaction product. The product is: [Br:1][C:6]1[C:5]([O:4][CH3:3])=[CH:14][CH:13]=[C:12]2[C:7]=1[CH:8]=[CH:9][C:10]([C:15]#[N:16])=[CH:11]2. (2) The product is: [NH2:9][C:3]1[N:4]=[CH:5][N:6]=[C:7]([O:10][CH:11]2[CH2:12][C:13]3([CH2:14][N:15]([C:17](=[O:19])[CH:40]=[CH2:41])[CH2:16]3)[CH2:24]2)[C:2]=1[C:35]1[CH:34]=[N:33][N:32]([CH2:25][C:26]2[CH:31]=[CH:30][CH:29]=[CH:28][CH:27]=2)[CH:36]=1. Given the reactants Cl[C:2]1[C:3]([NH2:9])=[N:4][CH:5]=[N:6][C:7]=1Cl.[OH:10][CH:11]1[CH2:24][C:13]2([CH2:16][N:15]([C:17]([O:19]C(C)(C)C)=O)[CH2:14]2)[CH2:12]1.[CH2:25]([N:32]1[CH:36]=[C:35](B(O)O)[CH:34]=[N:33]1)[C:26]1[CH:31]=[CH:30][CH:29]=[CH:28][CH:27]=1.[C:40](O)(=O)[CH:41]=C, predict the reaction product. (3) Given the reactants CO[CH2:3][O:4][C:5]1[CH:14]=[C:13]2[C:8]([CH2:9][CH:10]([C:15]3[CH:20]=[CH:19][C:18]([O:21][CH2:22][O:23][CH3:24])=[CH:17][CH:16]=3)[CH2:11][O:12]2)=[CH:7][CH:6]=1.CCO[C:28]([CH3:30])=[O:29].C[CH2:32][OH:33], predict the reaction product. The product is: [OH:29][CH2:28][CH2:30][CH2:13][CH2:14][CH2:5][CH2:6][CH2:7][CH2:8][CH2:9][CH:9]1[C:8]2[C:13](=[CH:14][C:5]([O:4][CH3:3])=[CH:6][CH:7]=2)[O:12][CH:11]([O:33][CH3:32])[CH:10]1[C:15]1[CH:20]=[CH:19][C:18]([O:21][CH2:22][O:23][CH3:24])=[CH:17][CH:16]=1. (4) Given the reactants [Li]CCCC.Br[C:7]1[CH:12]=[CH:11][CH:10]=[C:9]([Br:13])[C:8]=1[O:14][CH2:15][CH2:16]Br.O.C(OCC)(=O)C, predict the reaction product. The product is: [Br:13][C:9]1[C:8]2[O:14][CH2:15][CH2:16][C:7]=2[CH:12]=[CH:11][CH:10]=1.